This data is from TCR-epitope binding with 47,182 pairs between 192 epitopes and 23,139 TCRs. The task is: Binary Classification. Given a T-cell receptor sequence (or CDR3 region) and an epitope sequence, predict whether binding occurs between them. (1) The epitope is PKYVKQNTLKLAT. The TCR CDR3 sequence is CASSQGRRNGYTF. Result: 1 (the TCR binds to the epitope). (2) The epitope is NLSALGIFST. The TCR CDR3 sequence is CASSFEGNTGELFF. Result: 1 (the TCR binds to the epitope). (3) The epitope is GTITSGWTF. The TCR CDR3 sequence is CASSIKDREHSYNEQFF. Result: 0 (the TCR does not bind to the epitope). (4) The TCR CDR3 sequence is CASSQGQRNTIYF. Result: 0 (the TCR does not bind to the epitope). The epitope is SSNVANYQK. (5) The epitope is KLPDDFTGCV. The TCR CDR3 sequence is CASSSDGTSGYEQYF. Result: 1 (the TCR binds to the epitope). (6) The epitope is KLPDDFTGCV. The TCR CDR3 sequence is CASSLGQGGYGYTF. Result: 0 (the TCR does not bind to the epitope). (7) The epitope is RLRAEAQVK. The TCR CDR3 sequence is CASSLASNLGYGYTF. Result: 1 (the TCR binds to the epitope).